Task: Predict the reactants needed to synthesize the given product.. Dataset: Full USPTO retrosynthesis dataset with 1.9M reactions from patents (1976-2016) (1) Given the product [CH2:37]([O:36][CH2:35][C@@H:10]1[N:11]([C:15]2[CH:20]=[CH:19][C:18]([O:21][CH2:22][CH2:23][CH2:24][O:25][CH2:26][C:27]3[CH:32]=[CH:31][CH:30]=[CH:29][C:28]=3[O:33][CH3:34])=[CH:17][CH:16]=2)[C:12](=[O:14])[CH2:13][NH:8][CH2:9]1)[C:38]1[CH:39]=[CH:40][CH:41]=[CH:42][CH:43]=1, predict the reactants needed to synthesize it. The reactants are: C(OC([N:8]1[CH2:13][C:12](=[O:14])[N:11]([C:15]2[CH:20]=[CH:19][C:18]([O:21][CH2:22][CH2:23][CH2:24][O:25][CH2:26][C:27]3[CH:32]=[CH:31][CH:30]=[CH:29][C:28]=3[O:33][CH3:34])=[CH:17][CH:16]=2)[C@@H:10]([CH2:35][O:36][CH2:37][C:38]2[CH:43]=[CH:42][CH:41]=[CH:40][CH:39]=2)[CH2:9]1)=O)(C)(C)C.C(Cl)(=O)C. (2) The reactants are: [BrH:1].C(O)C.[NH2:5][C:6]1[C:7]2[C:8]3[C:9](=[N:21][N:22]([CH2:24][C:25]4[C:30]([Cl:31])=[C:29]([O:32][CH3:33])[C:28]([CH3:34])=[CH:27][N:26]=4)[N:23]=2)[CH:10]=[C:11]([CH2:16][C:17]([NH:19][CH3:20])=[O:18])[C:12]=3[CH2:13][S:14][N:15]=1. Given the product [BrH:1].[NH2:5][C:6]1[C:7]2[C:8]3[C:9](=[N:21][N:22]([CH2:24][C:25]4[C:30]([Cl:31])=[C:29]([O:32][CH3:33])[C:28]([CH3:34])=[CH:27][N:26]=4)[N:23]=2)[CH:10]=[C:11]([CH2:16][C:17]([NH:19][CH3:20])=[O:18])[C:12]=3[CH2:13][S:14][N:15]=1, predict the reactants needed to synthesize it.